Dataset: NCI-60 drug combinations with 297,098 pairs across 59 cell lines. Task: Regression. Given two drug SMILES strings and cell line genomic features, predict the synergy score measuring deviation from expected non-interaction effect. Drug 1: CN1CCC(CC1)COC2=C(C=C3C(=C2)N=CN=C3NC4=C(C=C(C=C4)Br)F)OC. Synergy scores: CSS=10.4, Synergy_ZIP=-1.77, Synergy_Bliss=1.38, Synergy_Loewe=-0.505, Synergy_HSA=2.80. Drug 2: COCCOC1=C(C=C2C(=C1)C(=NC=N2)NC3=CC=CC(=C3)C#C)OCCOC.Cl. Cell line: LOX IMVI.